This data is from Forward reaction prediction with 1.9M reactions from USPTO patents (1976-2016). The task is: Predict the product of the given reaction. (1) Given the reactants Cl[C:2]1[CH:3]=[C:4]([C:14]([NH:16][CH2:17][C:18]2[C:19](=[O:26])[NH:20][C:21]([CH3:25])=[CH:22][C:23]=2[CH3:24])=[O:15])[C:5]2[CH:10]=[N:9][N:8]([CH:11]([CH3:13])[CH3:12])[C:6]=2[N:7]=1.C(O)C.[CH2:30]([NH2:37])[C:31]1[CH:36]=[CH:35][CH:34]=[CH:33][CH:32]=1, predict the reaction product. The product is: [CH3:24][C:23]1[CH:22]=[C:21]([CH3:25])[NH:20][C:19](=[O:26])[C:18]=1[CH2:17][NH:16][C:14]([C:4]1[C:5]2[CH:10]=[N:9][N:8]([CH:11]([CH3:13])[CH3:12])[C:6]=2[N:7]=[C:2]([NH:37][CH2:30][C:31]2[CH:36]=[CH:35][CH:34]=[CH:33][CH:32]=2)[CH:3]=1)=[O:15]. (2) Given the reactants CCCCCC.C([Li])CCC.[C:12]([CH:14]1[CH2:16][CH2:15]1)#[CH:13].Cl[C:18]([O:20][CH3:21])=[O:19].[Cl-].[NH4+], predict the reaction product. The product is: [CH:14]1([C:12]#[C:13][C:18]([O:20][CH3:21])=[O:19])[CH2:16][CH2:15]1.